From a dataset of Forward reaction prediction with 1.9M reactions from USPTO patents (1976-2016). Predict the product of the given reaction. (1) Given the reactants [NH2:1][CH2:2][CH2:3][CH2:4][CH2:5][CH2:6][C:7]([OH:9])=[O:8].C(N(CC)CC)C.[F:17][C:18]([F:25])([F:24])[C:19](OCC)=[O:20], predict the reaction product. The product is: [F:17][C:18]([F:25])([F:24])[C:19]([NH:1][CH2:2][CH2:3][CH2:4][CH2:5][CH2:6][C:7]([OH:9])=[O:8])=[O:20]. (2) Given the reactants [F:1][C:2]([F:12])([C:6]1[CH:11]=[CH:10][CH:9]=[CH:8][CH:7]=1)[CH2:3][CH2:4][OH:5].O[C:14]1[CH:19]=[CH:18][C:17]([CH2:20][C:21]#[N:22])=[CH:16][CH:15]=1.C1(P(C2C=CC=CC=2)C2C=CC=CC=2)C=CC=CC=1.N(C(OCC)=O)=NC(OCC)=O, predict the reaction product. The product is: [F:1][C:2]([F:12])([C:6]1[CH:11]=[CH:10][CH:9]=[CH:8][CH:7]=1)[CH2:3][CH2:4][O:5][C:14]1[CH:19]=[CH:18][C:17]([CH2:20][C:21]#[N:22])=[CH:16][CH:15]=1.